This data is from Forward reaction prediction with 1.9M reactions from USPTO patents (1976-2016). The task is: Predict the product of the given reaction. (1) Given the reactants [CH3:1][C:2]1[C:3]([N:7]2[C:15](=[O:16])[C:14]3[C:9](=[CH:10][CH:11]=[CH:12][CH:13]=3)[C:8]2=[O:17])=[N:4][NH:5][CH:6]=1.C(=O)([O-])[O-].[K+].[K+].Cl.Cl[CH2:26][C:27]1[N:32]=[CH:31][CH:30]=[CH:29][N:28]=1, predict the reaction product. The product is: [CH3:1][C:2]1[C:3]([N:7]2[C:15](=[O:16])[C:14]3[C:9](=[CH:10][CH:11]=[CH:12][CH:13]=3)[C:8]2=[O:17])=[N:4][N:5]([CH2:26][C:27]2[N:32]=[CH:31][CH:30]=[CH:29][N:28]=2)[CH:6]=1. (2) Given the reactants [F:1][C:2]([F:16])([F:15])[C:3]1[S:7][C:6]2[CH:8]=[CH:9][CH:10]=[C:11]([C:12](Cl)=[O:13])[C:5]=2[CH:4]=1.O1CCOCC1.[NH3:23].O, predict the reaction product. The product is: [F:1][C:2]([F:16])([F:15])[C:3]1[S:7][C:6]2[CH:8]=[CH:9][CH:10]=[C:11]([C:12]([NH2:23])=[O:13])[C:5]=2[CH:4]=1. (3) The product is: [C:9]([N:1]1[C:2](=[O:3])[NH:4][C:5](=[O:6])[CH:7]=[N:8]1)(=[O:11])[CH3:10]. Given the reactants [NH:1]1[N:8]=[CH:7][C:5](=[O:6])[NH:4][C:2]1=[O:3].[C:9](OC(=O)C)(=[O:11])[CH3:10], predict the reaction product. (4) Given the reactants [CH3:1][N:2]([CH2:18][C:19]1[CH:24]=[CH:23][CH:22]=[C:21]([C:25](=[O:59])[NH:26][C:27]2[CH:32]=[CH:31][C:30]([N:33]3[CH2:38][CH2:37][CH2:36][CH2:35][CH2:34]3)=[CH:29][C:28]=2[C:39]2[CH:44]=[C:43]([C:45](=[O:58])[NH:46][CH2:47][C:48]3[CH:53]=[CH:52][CH:51]=[C:50]([C:54]([F:57])([F:56])[F:55])[CH:49]=3)[CH:42]=[CH:41][N:40]=2)[N:20]=1)[CH2:3][CH2:4][N:5]1[CH2:10][CH2:9][N:8](C(OC(C)(C)C)=O)[CH2:7][CH2:6]1.ClCCl.C(O)(C(F)(F)F)=O.CN(CC1N=C(C(NC2C=CC(N3CCCCC3)=CC=2C2C=C(C(=O)NCC3C=CC=C(C(F)(F)F)C=3)C=CN=2)=O)C=CC=1)CCN1CCNCC1.C(N(CC)CC)C.[CH3:129][S:130](Cl)(=[O:132])=[O:131], predict the reaction product. The product is: [CH3:1][N:2]([CH2:18][C:19]1[N:20]=[C:21]([C:25]([NH:26][C:27]2[CH:32]=[CH:31][C:30]([N:33]3[CH2:38][CH2:37][CH2:36][CH2:35][CH2:34]3)=[CH:29][C:28]=2[C:39]2[CH:44]=[C:43]([C:45](=[O:58])[NH:46][CH2:47][C:48]3[CH:53]=[CH:52][CH:51]=[C:50]([C:54]([F:57])([F:56])[F:55])[CH:49]=3)[CH:42]=[CH:41][N:40]=2)=[O:59])[CH:22]=[CH:23][CH:24]=1)[CH2:3][CH2:4][N:5]1[CH2:10][CH2:9][N:8]([S:130]([CH3:129])(=[O:132])=[O:131])[CH2:7][CH2:6]1.